This data is from Full USPTO retrosynthesis dataset with 1.9M reactions from patents (1976-2016). The task is: Predict the reactants needed to synthesize the given product. (1) Given the product [CH2:11]([O:10][C:8]1[CH:7]=[CH:6][C:3]([CH:4]=[O:5])=[C:2]([F:1])[CH:9]=1)[C:12]1[CH:17]=[CH:16][CH:15]=[CH:14][CH:13]=1, predict the reactants needed to synthesize it. The reactants are: [F:1][C:2]1[CH:9]=[C:8]([OH:10])[CH:7]=[CH:6][C:3]=1[CH:4]=[O:5].[CH2:11](Br)[C:12]1[CH:17]=[CH:16][CH:15]=[CH:14][CH:13]=1.C([O-])([O-])=O.[K+].[K+].O. (2) Given the product [CH3:11][C:12]([CH3:22])([CH3:21])[C:13]([NH:15][C:16]1[S:17][C:18]([C:2]2[CH:3]=[N:4][CH:5]=[C:6]([CH:10]=2)[C:7]([NH2:9])=[O:8])=[CH:19][N:20]=1)=[O:14], predict the reactants needed to synthesize it. The reactants are: Br[C:2]1[CH:3]=[N:4][CH:5]=[C:6]([CH:10]=1)[C:7]([NH2:9])=[O:8].[CH3:11][C:12]([CH3:22])([CH3:21])[C:13]([NH:15][C:16]1[S:17][CH:18]=[CH:19][N:20]=1)=[O:14].C([O-])(=O)C.[K+]. (3) Given the product [O:18]1[C:13]2[CH:12]=[CH:11][C:10]([CH:8]([NH2:7])[CH3:9])=[CH:20][C:14]=2[NH:15][CH2:16][CH2:17]1, predict the reactants needed to synthesize it. The reactants are: [H-].[Al+3].[Li+].[H-].[H-].[H-].[NH2:7][CH:8]([C:10]1[CH:11]=[CH:12][C:13]2[O:18][CH2:17][C:16](=O)[NH:15][C:14]=2[CH:20]=1)[CH3:9]. (4) Given the product [Cl:33][C:17]1[CH:16]=[CH:15][C:14]([C:12]([N:10]2[CH2:11][CH:8]([C:5]3[CH:6]=[CH:7][C:2]([C:46]4[CH:45]=[C:44]5[C:49](=[CH:48][CH:47]=4)[CH:40]=[N:41][CH:42]=[CH:43]5)=[CH:3][CH:4]=3)[CH2:9]2)=[O:13])=[CH:19][C:18]=1[NH:20][C:21](=[O:32])[C:22]1[CH:27]=[CH:26][C:25]([NH:28][CH:29]([CH3:31])[CH3:30])=[N:24][CH:23]=1, predict the reactants needed to synthesize it. The reactants are: Br[C:2]1[CH:7]=[CH:6][C:5]([CH:8]2[CH2:11][N:10]([C:12]([C:14]3[CH:15]=[CH:16][C:17]([Cl:33])=[C:18]([NH:20][C:21](=[O:32])[C:22]4[CH:27]=[CH:26][C:25]([NH:28][CH:29]([CH3:31])[CH3:30])=[N:24][CH:23]=4)[CH:19]=3)=[O:13])[CH2:9]2)=[CH:4][CH:3]=1.C([O-])([O-])=O.[Na+].[Na+].[CH:40]1[C:49]2[C:44](=[CH:45][C:46](B(O)O)=[CH:47][CH:48]=2)[CH:43]=[CH:42][N:41]=1.O.